From a dataset of Experimentally validated miRNA-target interactions with 360,000+ pairs, plus equal number of negative samples. Binary Classification. Given a miRNA mature sequence and a target amino acid sequence, predict their likelihood of interaction. (1) The miRNA is hsa-miR-8080 with sequence GAAGGACACUGGUGUCAACGGCU. The protein sequence of the target gene is MLARAARGTGALLLRGSLLASGRAPRRASSGLPRNTVVLFVPQQEAWVVERMGRFHRILEPGLNILIPVLDRIRYVQSLKEIVINVPEQSAVTLDNVTLQIDGVLYLRIMDPYKASYGVEDPEYAVTQLAQTTMRSELGKLSLDKVFRERESLNASIVDAINQAADCWGIRCLRYEIKDIHVPPRVKESMQMQVEAERRKRATVLESEGTRESAINVAEGKKQAQILASEAEKAEQINQAAGEASAVLAKAKAKAEAIRILAAALTQHNGDAAASLTVAEQYVSAFSKLAKDSNTILLPS.... Result: 0 (no interaction). (2) The miRNA is hsa-miR-16-5p with sequence UAGCAGCACGUAAAUAUUGGCG. The protein sequence of the target gene is METILEQQRRYHEEKERLMDVMAKEMLTKKSTLRDQINSDHRTRAMQDRYMEVSGNLRDLYDDKDGLRKEELNAISGPNEFAEFYNRLKQIKEFHRKHPNEICVPMSVEFEELLKARENPSEEAQNLVEFTDEEGYGRYLDLHDCYLKYINLKASEKLDYITYLSIFDQLFDIPKERKNAEYKRYLEMLLEYLQDYTDRVKPLQDQNELFGKIQAEFEKKWENGTFPGWPKETSSALTHAGAHLDLSAFSSWEELASLGLDRLKSALLALGLKCGGTLEERAQRLFSTKGKSLESLDTSL.... Result: 1 (interaction). (3) The miRNA is hsa-miR-548b-3p with sequence CAAGAACCUCAGUUGCUUUUGU. The protein sequence of the target gene is MEIDQCLLESLPLGQRQRLVKRMRCEQIKAYYEREKAFQKQEGFLKRLKHAKNPKVHFNLTDMLQDAIIHHNDKEVLRLLKEGADPHTLVSSGGSLLHLCARYDNAFIAEILIDRGVNVNHQDEDFWTPMHIACACDNPDIVLLLVLAGANVLLQDVNGNIPLDYAVEGTESSSILLTYLDENGVDLTSLRQMKLQRPMSMLTDVKHFLSSGGNVNEKNDEGVTLLHMACASGYKEVVSLILEHGGDLNIVDDQYWTPLHLAAKYGQTNLVKLLLMHQANPHLVNCNEEKASDIAASEFI.... Result: 1 (interaction). (4) The miRNA is hsa-miR-618 with sequence AAACUCUACUUGUCCUUCUGAGU. The protein sequence of the target gene is MNVGVAHSEVNPNTRVMNSRGMWLTYALGVGLLHIVLLSIPFFSVPVAWTLTNIIHNLGMYVFLHAVKGTPFETPDQGKARLLTHWEQLDYGVQFTSSRKFFTISPIILYFLASFYTKYDPTHFILNTASLLSVLIPKMPQLHGVRIFGINKY. Result: 0 (no interaction). (5) The miRNA is hsa-miR-200b-5p with sequence CAUCUUACUGGGCAGCAUUGGA. The protein sequence of the target gene is MNIVVEFFVVTFKVLWAFVLAAARWLVRPKEKSVAGQVCLITGAGSGLGRLFALEFARRRALLVLWDINTQSNEETAGMVRHIYRDLEAADAAALQAGKGEEEILPPCNLQVFTYTCDVGKRENVYLTAERVRKEVGEVSVLVNNAGVVSGHHLLECPDELIERTMMVNCHAHFWTTKAFLPTMLEINHGHIVTVASSLGLFSTAGVEDYCASKFGVVGFHESLSHELKAAEKDGIKTTLVCPYLVDTGMFRGCRIRKEIEPFLPPLKPDYCVKQAMRAILTDQPMVCTPRLMYIVTFMK.... Result: 0 (no interaction). (6) The miRNA is hsa-miR-27a-3p with sequence UUCACAGUGGCUAAGUUCCGC. The protein sequence of the target gene is MALSKSMHARNRYKDKPPDFAYLASKYPDFKQHIQINLNGRVSLNFKDPEAVRALTCTLLREDFGLSIDIPLERLIPTVPLRLNYIHWVEDLIGHQDSDKTTLRRGIDIGTGASCIYPLLGATLNGWYFLATEVDDMCFNYAKKNVEQNNLSDLIKVVKVPQKTLLMDALKEESEIVYDFCMCNPPFFANQLEAKGVNSRNSRRPPPSSVNTGGITEIMAEGGELEFVKRIIHDSLQLKKRLRWYSCMLGKKCSLAPLKEELRIQGVPKVTFTEFCQGRTMRWALAWSFYDDVTVPSPPS.... Result: 0 (no interaction). (7) The miRNA is mmu-miR-679-3p with sequence AGCAAGGUCCUCCUCACAGUAG. The protein sequence of the target gene is MSSKPKSLEIIGAPFSKGQPRGGVEKGPAALRKAGLLEKLKETEYDVRDHGDLAFVDVPNDSSFQIVKNPRSVGKANEELAGVVAEVQKNGRVSVVLGGDHSLAVGSISGHARVHPDLCVIWVDAHTDINTPLTTSSGNLHGQPVSFLLKELKGKFPDVPGFSWVTPCISAKDIVYIGLRDVDPGEHYIIKTLGIKYFSMTEVDKLGIGKVMEETFSYLLGRKKRPIHLSFDVDGLDPAFTPATGTPVLGGLSYREGLYITEEIYKTGLLSGLDIMEVNPTLGKTAEEVKSTVNTAVALT.... Result: 0 (no interaction).